Predict the reaction yield, written as a fraction of the theoretical maximum amount of product (1.0 means a 100% yield; for example, 0.34 means a 34% yield). From a dataset of Reaction yield outcomes from USPTO patents with 853,638 reactions. (1) The reactants are [CH3:1][O:2][C:3]1[CH:4]=[C:5]([C:11]2[C:19]3[C:14](=[CH:15][CH:16]=[C:17]([C:20]#[N:21])[CH:18]=3)[N:13](C3CCCCO3)[N:12]=2)[CH:6]=[CH:7][C:8]=1[O:9][CH3:10].Cl.O. The catalyst is CO. The product is [CH3:1][O:2][C:3]1[CH:4]=[C:5]([C:11]2[C:19]3[C:14](=[CH:15][CH:16]=[C:17]([C:20]#[N:21])[CH:18]=3)[NH:13][N:12]=2)[CH:6]=[CH:7][C:8]=1[O:9][CH3:10]. The yield is 0.930. (2) The reactants are [F:1][C:2]([F:10])([F:9])[C:3]1([C:6](O)=O)[CH2:5][CH2:4]1.[NH2:11][NH:12][C:13]([NH2:15])=[S:14].P(Cl)(Cl)(Cl)=O. The catalyst is O1CCOCC1.C(OCC)(=O)C. The product is [F:1][C:2]([F:10])([F:9])[C:3]1([C:6]2[S:14][C:13]([NH2:15])=[N:12][N:11]=2)[CH2:5][CH2:4]1. The yield is 0.370.